From a dataset of Forward reaction prediction with 1.9M reactions from USPTO patents (1976-2016). Predict the product of the given reaction. (1) Given the reactants [F:1][C:2]([F:12])([F:11])[C:3]1[N:4]=[C:5]([C:8](O)=[O:9])[S:6][CH:7]=1.S(Cl)(Cl)=O.Cl[CH2:18]Cl, predict the reaction product. The product is: [F:1][C:2]([F:12])([F:11])[C:3]1[N:4]=[C:5]([C:8](=[O:9])[CH3:18])[S:6][CH:7]=1. (2) Given the reactants [CH2:1]([O:3][C:4](=[O:31])[CH:5]=[CH:6][CH:7]([NH:15][C:16](=[O:30])[CH:17]([NH:22]C(OC(C)(C)C)=O)[CH2:18][CH:19]([CH3:21])[CH3:20])[CH2:8][CH:9]1[CH2:13][CH2:12][NH:11][C:10]1=[O:14])[CH3:2].[ClH:32], predict the reaction product. The product is: [ClH:32].[CH2:1]([O:3][C:4](=[O:31])[CH:5]=[CH:6][CH:7]([NH:15][C:16](=[O:30])[CH:17]([NH2:22])[CH2:18][CH:19]([CH3:21])[CH3:20])[CH2:8][CH:9]1[CH2:13][CH2:12][NH:11][C:10]1=[O:14])[CH3:2]. (3) The product is: [CH3:22][C:21]([CH3:24])([CH3:23])[C:20]([NH:1][C:2]1[CH:10]=[C:9]([O:11][CH3:12])[CH:8]=[CH:7][C:3]=1[C:4]([OH:6])=[O:5])=[O:25]. Given the reactants [NH2:1][C:2]1[CH:10]=[C:9]([O:11][CH3:12])[CH:8]=[CH:7][C:3]=1[C:4]([OH:6])=[O:5].C(N(CC)CC)C.[C:20](Cl)(=[O:25])[C:21]([CH3:24])([CH3:23])[CH3:22].O, predict the reaction product. (4) Given the reactants Br[C:2]1[CH:3]=[C:4]([NH:14][CH2:15][C:16]2[C:21]([CH3:22])=[CH:20][CH:19]=[CH:18][C:17]=2[CH2:23][CH3:24])[C:5]2[N:9]=[C:8]([CH2:10][OH:11])[N:7]([CH3:12])[C:6]=2[CH:13]=1.C1(P(C2C=CC=CC=2)C2C=CC=CC=2)C=CC=CC=1.[C]=O.[OH2:46], predict the reaction product. The product is: [CH3:6][N:7]([CH3:12])[C:8]([C:2]1[CH:3]=[C:4]([NH:14][CH2:15][C:16]2[C:21]([CH3:22])=[CH:20][CH:19]=[CH:18][C:17]=2[CH2:23][CH3:24])[C:5]2[N:9]=[C:8]([CH2:10][OH:11])[N:7]([CH3:12])[C:6]=2[CH:13]=1)=[O:46].